Dataset: Reaction yield outcomes from USPTO patents with 853,638 reactions. Task: Predict the reaction yield, written as a fraction of the theoretical maximum amount of product (1.0 means a 100% yield; for example, 0.34 means a 34% yield). The reactants are [NH2:1][CH2:2][C:3]1[N:4]=[C:5]([C:31]2[CH:36]=[CH:35][C:34]([CH3:37])=[CH:33][CH:32]=2)[N:6]([C@@H:8]([C:12]2[O:13][C:14]3[C:19]([C:20](=[O:29])[C:21]=2[CH2:22][C:23]2[CH:28]=[CH:27][CH:26]=[CH:25][CH:24]=2)=[CH:18][CH:17]=[C:16]([Cl:30])[CH:15]=3)[CH:9]([CH3:11])[CH3:10])[CH:7]=1.N1C=CC=CC=1.[CH3:44][C:45](OC(C)=O)=[O:46]. The catalyst is C(Cl)Cl. The product is [CH2:22]([CH:21]1[C:20](=[O:29])[C:19]2[C:14](=[CH:15][C:16]([Cl:30])=[CH:17][CH:18]=2)[O:13][CH:12]1[C@H:8]([N:6]1[CH:7]=[C:3]([CH2:2][NH:1][C:45](=[O:46])[CH3:44])[N:4]=[C:5]1[C:31]1[CH:36]=[CH:35][C:34]([CH3:37])=[CH:33][CH:32]=1)[CH:9]([CH3:11])[CH3:10])[C:23]1[CH:28]=[CH:27][CH:26]=[CH:25][CH:24]=1. The yield is 0.890.